From a dataset of Rat liver microsome stability data. Regression/Classification. Given a drug SMILES string, predict its absorption, distribution, metabolism, or excretion properties. Task type varies by dataset: regression for continuous measurements (e.g., permeability, clearance, half-life) or binary classification for categorical outcomes (e.g., BBB penetration, CYP inhibition). Dataset: rlm. (1) The drug is COc1cnc(-n2cccn2)c2[nH]cc(C(=O)C(=O)N3CCN(C(=O)c4ccccc4)CC3)c12. The result is 0 (unstable in rat liver microsomes). (2) The compound is CSc1ccc(/C=C/c2nc3ccccc3n2S(=O)(=O)c2cccc(Cl)c2)cc1. The result is 1 (stable in rat liver microsomes). (3) The compound is COc1cc(-c2nc(-c3ccccc3)c(-c3cccs3)[nH]2)cc(OC)c1O. The result is 0 (unstable in rat liver microsomes).